From a dataset of Peptide-MHC class I binding affinity with 185,985 pairs from IEDB/IMGT. Regression. Given a peptide amino acid sequence and an MHC pseudo amino acid sequence, predict their binding affinity value. This is MHC class I binding data. (1) The peptide sequence is WRFDSRLAF. The MHC is HLA-A31:01 with pseudo-sequence HLA-A31:01. The binding affinity (normalized) is 0. (2) The peptide sequence is TTSDFFVNY. The MHC is HLA-B46:01 with pseudo-sequence HLA-B46:01. The binding affinity (normalized) is 0.0847. (3) The peptide sequence is KQIRSAAKK. The MHC is HLA-A33:01 with pseudo-sequence HLA-A33:01. The binding affinity (normalized) is 0.